Dataset: KCNQ2 potassium channel screen with 302,405 compounds. Task: Binary Classification. Given a drug SMILES string, predict its activity (active/inactive) in a high-throughput screening assay against a specified biological target. (1) The drug is Brc1ccc(Oc2cc(ccc2)C(=O)/C(=C\N(C)C)C#N)cc1. The result is 0 (inactive). (2) The drug is O=C(NC(C)(C)C)Cn1c(=O)c2c(n(nc2)c2ccc(OC)cc2)nc1. The result is 0 (inactive). (3) The molecule is O(CC(=O)Nc1cc2[nH]c(=O)[nH]c2cc1)c1ccccc1. The result is 0 (inactive).